From a dataset of Full USPTO retrosynthesis dataset with 1.9M reactions from patents (1976-2016). Predict the reactants needed to synthesize the given product. Given the product [Br:13][CH2:8][C:7]1[C:2]([F:1])=[CH:3][N:4]=[CH:5][C:6]=1[F:10], predict the reactants needed to synthesize it. The reactants are: [F:1][C:2]1[CH:3]=[N:4][CH:5]=[C:6]([F:10])[C:7]=1[CH2:8]O.S(Br)([Br:13])=O.